From a dataset of Forward reaction prediction with 1.9M reactions from USPTO patents (1976-2016). Predict the product of the given reaction. (1) Given the reactants [CH3:1][Si:2]([CH3:28])([CH3:27])[O:3][CH:4]1[CH:9]([O:10][Si:11]([CH3:14])([CH3:13])[CH3:12])[CH:8]([O:15][Si:16]([CH3:19])([CH3:18])[CH3:17])[CH:7]([CH2:20][O:21][Si:22]([CH3:25])([CH3:24])[CH3:23])[O:6][C:5]1=[O:26].C(N(CC)CC)C.[CH3:36][Si:37](Cl)([CH3:39])[CH3:38].C[Si](C)(C)O[C:44]1([C:71]2[CH:76]=[C:75](Br)[CH:74]=[CH:73][C:72]=2[CH:78]([O:81][CH:82]([CH3:84])[CH3:83])[O:79][CH3:80])C(O[Si](C)(C)C)C(O[Si](C)(C)C)C(O[Si](C)(C)C)C(CO[Si](C)(C)C)[O:45]1.C([Li])CCC.CCCCCC.[CH2:98]([C:100]1[CH:107]=[CH:106][C:103](C=O)=[CH:102][CH:101]=1)[CH3:99].[Cl-].[NH4+], predict the reaction product. The product is: [CH3:36][Si:37]([CH3:39])([CH3:38])[O:26][C:5]1([C:73]2[CH:74]=[C:75]([C:103]3[CH:106]=[CH:107][C:100]([CH2:98][CH3:99])=[CH:101][CH:102]=3)[CH:76]=[C:71]([CH2:44][OH:45])[C:72]=2[CH:78]([O:81][CH:82]([CH3:83])[CH3:84])[O:79][CH3:80])[CH:4]([O:3][Si:2]([CH3:28])([CH3:27])[CH3:1])[CH:9]([O:10][Si:11]([CH3:12])([CH3:13])[CH3:14])[CH:8]([O:15][Si:16]([CH3:19])([CH3:18])[CH3:17])[CH:7]([CH2:20][O:21][Si:22]([CH3:25])([CH3:24])[CH3:23])[O:6]1. (2) Given the reactants [NH2:1][C:2]1[C:3]2[C:10]([C:11]3[CH:12]=[C:13]([NH:17][C:18](=[O:25])[C:19]4[CH:24]=[CH:23][CH:22]=[CH:21][CH:20]=4)[CH:14]=[CH:15][CH:16]=3)=[CH:9][N:8]([CH2:26][CH2:27][CH:28]=[CH2:29])[C:4]=2[N:5]=[CH:6][N:7]=1.C1C(=O)N([Br:37])C(=O)C1.CCOC(C)=O, predict the reaction product. The product is: [NH2:1][C:2]1[C:3]2[C:10]([C:11]3[CH:12]=[C:13]([NH:17][C:18](=[O:25])[C:19]4[CH:20]=[CH:21][CH:22]=[CH:23][CH:24]=4)[CH:14]=[CH:15][CH:16]=3)=[C:9]([Br:37])[N:8]([CH2:26][CH2:27][CH:28]=[CH2:29])[C:4]=2[N:5]=[CH:6][N:7]=1. (3) Given the reactants [Li]CCCC.Br[C:7](Br)=[CH:8][CH:9]([CH2:16][CH2:17][CH2:18][CH2:19][CH2:20][CH2:21][CH2:22][CH3:23])[CH2:10][CH2:11][CH2:12][CH2:13][CH2:14][CH3:15].O, predict the reaction product. The product is: [C:8]([CH:9]([CH2:16][CH2:17][CH2:18][CH2:19][CH2:20][CH2:21][CH2:22][CH3:23])[CH2:10][CH2:11][CH2:12][CH2:13][CH2:14][CH3:15])#[CH:7]. (4) Given the reactants C([S:4][CH:5]1[CH2:8][N:7]([C:9]2[O:10][CH:11]=[C:12]([C:14](=[O:16])[NH2:15])[N:13]=2)[CH2:6]1)(=O)C.C(O)(=O)C.NN.C1(P(O[C:38]2[C@H:39]([CH3:62])[C@H:40]3[C@@H:57]([C@H:58]([OH:60])[CH3:59])[C:56](=[O:61])[N:41]3[C:42]=2[C:43]([O:45][CH2:46][C:47]2[CH:52]=[CH:51][C:50]([N+:53]([O-:55])=[O:54])=[CH:49][CH:48]=2)=[O:44])(C2C=CC=CC=2)=O)C=CC=CC=1.C(N(C(C)C)CC)(C)C.C(=O)([O-])O.[Na+], predict the reaction product. The product is: [C:14]([C:12]1[N:13]=[C:9]([N:7]2[CH2:8][CH:5]([S:4][C:38]3[C@H:39]([CH3:62])[C@@H:40]4[C@@H:57]([C@H:58]([OH:60])[CH3:59])[C:56](=[O:61])[N:41]4[C:42]=3[C:43]([O:45][CH2:46][C:47]3[CH:48]=[CH:49][C:50]([N+:53]([O-:55])=[O:54])=[CH:51][CH:52]=3)=[O:44])[CH2:6]2)[O:10][CH:11]=1)(=[O:16])[NH2:15]. (5) Given the reactants [N:1]([CH:4]1[CH2:9][CH2:8][CH:7]([O:10][C:11]2[N:16]=[CH:15][C:14]([CH2:17][CH3:18])=[CH:13][N:12]=2)[CH2:6][CH2:5]1)=[N+]=[N-], predict the reaction product. The product is: [CH2:17]([C:14]1[CH:13]=[N:12][C:11]([O:10][CH:7]2[CH2:8][CH2:9][CH:4]([NH2:1])[CH2:5][CH2:6]2)=[N:16][CH:15]=1)[CH3:18]. (6) Given the reactants [CH3:1][C:2]1([CH3:20])[O:6][CH:5]([CH2:7][C:8]2[C:13]([O:14][CH3:15])=[CH:12][CH:11]=[CH:10][C:9]=2[CH2:16][CH2:17][CH2:18][OH:19])[CH2:4][O:3]1.C(N(CC)CC)C.[CH3:28][S:29](Cl)(=[O:31])=[O:30].O, predict the reaction product. The product is: [CH3:28][S:29]([O:19][CH2:18][CH2:17][CH2:16][C:9]1[CH:10]=[CH:11][CH:12]=[C:13]([O:14][CH3:15])[C:8]=1[CH2:7][CH:5]1[CH2:4][O:3][C:2]([CH3:20])([CH3:1])[O:6]1)(=[O:31])=[O:30]. (7) Given the reactants BrC1C(C(C)(C)O[SiH2]C(C)(C)C)=C(N2C=[CH:16][C:15]3[C:10](=[CH:11][C:12]([C:18]4([CH3:21])[CH2:20][CH2:19]4)=[CH:13][CH:14]=3)[C:9]2=O)C=CC=1.[CH3:32][N:33]1C=C(B2OC(C)(C)C(C)(C)O2)C=C(NC2C=CC(C(N3CCOCC3)=O)=CN=2)C1=O.O.C(=O)([O-])[O-:66].[Cs+].[Cs+], predict the reaction product. The product is: [CH3:21][C:18]1([C:12]2[CH:11]=[C:10]3[C:15](=[CH:14][CH:13]=2)[C:16](=[O:66])[NH:33][CH:32]=[CH:9]3)[CH2:19][CH2:20]1. (8) Given the reactants [C:1](Cl)(=[O:3])[CH3:2].[Br:5][C:6]1[C:15]([Br:16])=[C:14]([NH2:17])[C:13]2[N:18]=[C:19](Cl)[N:11]3[C:12]=2[C:7]=1[CH2:8][CH2:9][CH2:10]3.[N:21]1(C(OC(C)(C)C)=O)[CH2:26][CH2:25][NH:24][CH2:23][CH2:22]1.Cl, predict the reaction product. The product is: [Br:5][C:6]1[C:15]([Br:16])=[C:14]([NH:17][C:1](=[O:3])[CH3:2])[C:13]2[N:18]=[C:19]([N:21]3[CH2:26][CH2:25][NH:24][CH2:23][CH2:22]3)[N:11]3[C:12]=2[C:7]=1[CH2:8][CH2:9][CH2:10]3. (9) Given the reactants [NH2:1][C:2]1[CH:9]=[CH:8][C:7]([C:10]2[CH:15]=[CH:14][N:13]=[C:12]([NH:16][C:17]3[CH:22]=[CH:21][C:20]([N:23]4[CH2:28][CH2:27][O:26][CH2:25][CH2:24]4)=[CH:19][CH:18]=3)[N:11]=2)=[CH:6][C:3]=1[C:4]#[N:5].[CH3:29][CH:30]([CH3:35])[CH2:31][C:32](Cl)=[O:33], predict the reaction product. The product is: [C:4]([C:3]1[CH:6]=[C:7]([C:10]2[CH:15]=[CH:14][N:13]=[C:12]([NH:16][C:17]3[CH:18]=[CH:19][C:20]([N:23]4[CH2:24][CH2:25][O:26][CH2:27][CH2:28]4)=[CH:21][CH:22]=3)[N:11]=2)[CH:8]=[CH:9][C:2]=1[NH:1][C:32](=[O:33])[CH2:31][CH:30]([CH3:35])[CH3:29])#[N:5]. (10) Given the reactants [F:1][C:2]1([F:21])[CH2:4][CH:3]1[C:5]([NH:7][NH:8][C:9]([C@H:11]1[CH2:16][CH2:15][C@H:14]([C:17]([O:19][CH3:20])=[O:18])[CH2:13][CH2:12]1)=[O:10])=O.P(Cl)(Cl)(Cl)=O.CC#N, predict the reaction product. The product is: [F:1][C:2]1([F:21])[CH2:4][CH:3]1[C:5]1[O:10][C:9]([C@H:11]2[CH2:16][CH2:15][C@H:14]([C:17]([O:19][CH3:20])=[O:18])[CH2:13][CH2:12]2)=[N:8][N:7]=1.